From a dataset of Full USPTO retrosynthesis dataset with 1.9M reactions from patents (1976-2016). Predict the reactants needed to synthesize the given product. (1) Given the product [N:4]1[CH:5]=[CH:6][CH:7]=[C:2]([NH:1][N:13]=[C:19]([C:18](=[O:23])[CH3:17])[C:20](=[O:22])[CH3:21])[CH:3]=1, predict the reactants needed to synthesize it. The reactants are: [NH2:1][C:2]1[CH:3]=[N:4][CH:5]=[CH:6][CH:7]=1.S(=O)(=O)(O)O.[N:13]([O-])=O.[Na+].[CH3:17][C:18](=[O:23])[CH2:19][C:20](=[O:22])[CH3:21].C([O-])(=O)C.[K+].C([O-])([O-])=O.[Na+].[Na+]. (2) Given the product [NH2:1][C:2]1[C:7]2=[CH:8][CH:9]=[C:10]([C@@:11]3([C:65]#[N:66])[C@H:15]([O:16][Si:17]([C:20]([CH3:23])([CH3:22])[CH3:21])([CH3:19])[CH3:18])[C@H:14]([O:24][Si:25]([C:28]([CH3:30])([CH3:29])[CH3:31])([CH3:26])[CH3:27])[C@@H:13]([CH2:32][OH:33])[O:12]3)[N:6]2[N:5]=[CH:4][N:3]=1, predict the reactants needed to synthesize it. The reactants are: [NH2:1][C:2]1[C:7]2=[CH:8][CH:9]=[C:10]([C:11]3(O)[C@H:15]([O:16][Si:17]([C:20]([CH3:23])([CH3:22])[CH3:21])([CH3:19])[CH3:18])[C@H:14]([O:24][Si:25]([C:28]([CH3:31])([CH3:30])[CH3:29])([CH3:27])[CH3:26])[C@@H:13]([CH2:32][O:33][Si](C(C)(C)C)(C)C)[O:12]3)[N:6]2[N:5]=[CH:4][N:3]=1.FC(F)(F)C(O)=O.FC(F)(F)S(O[Si](C)(C)C)(=O)=O.C[Si]([C:65]#[N:66])(C)C.C(N(CC)CC)C. (3) Given the product [Cl:14][C:15]1[C:24]([O:11][CH:8]2[CH2:9][CH2:10][C:5]3([O:4][CH2:3][CH2:2][O:1]3)[CH2:6][CH2:7]2)=[CH:23][CH:22]=[C:21]2[C:16]=1[CH:17]=[CH:18][N:19]=[CH:20]2, predict the reactants needed to synthesize it. The reactants are: [O:1]1[C:5]2([CH2:10][CH2:9][CH:8]([OH:11])[CH2:7][CH2:6]2)[O:4][CH2:3][CH2:2]1.[H-].[Na+].[Cl:14][C:15]1[C:24](F)=[CH:23][CH:22]=[C:21]2[C:16]=1[CH:17]=[CH:18][N:19]=[CH:20]2. (4) Given the product [CH3:8][C:7]([CH3:17])([CH2:9][C:10]([CH3:16])([SH:1])[CH2:11][C:12]([CH3:15])([CH3:14])[CH3:13])[CH3:6], predict the reactants needed to synthesize it. The reactants are: [SH2:1].B(F)(F)F.[CH3:6][C:7]([CH3:17])([CH:9]=[C:10]([CH3:16])[CH2:11][C:12]([CH3:15])([CH3:14])[CH3:13])[CH3:8]. (5) Given the product [ClH:14].[Cl:14][C:15]1[NH:16][C:17]([N:11]2[CH2:10][CH2:9][N:8]([CH2:7][C:1]3[CH:2]=[CH:3][CH:4]=[CH:5][CH:6]=3)[CH2:13][CH2:12]2)=[C:18]2[C:22]([N:23]=1)=[N:21][CH:20]=[N:19]2, predict the reactants needed to synthesize it. The reactants are: [C:1]1([CH2:7][N:8]2[CH2:13][CH2:12][NH:11][CH2:10][CH2:9]2)[CH:6]=[CH:5][CH:4]=[CH:3][CH:2]=1.[Cl:14][C:15]1[NH:16][C:17](Cl)=[C:18]2[C:22]([N:23]=1)=[N:21][CH:20]=[N:19]2. (6) Given the product [ClH:1].[F:36][C:3]([F:2])([F:35])[C:4]1[CH:5]=[C:6]([C@H:14]([N:16]([CH3:34])[C:17](=[O:33])[CH2:18][CH:19]([C:26]2[CH:27]=[CH:28][C:29]([F:32])=[CH:30][CH:31]=2)[CH:20]2[O:25][CH2:24][CH2:23][NH:22][CH2:21]2)[CH3:15])[CH:7]=[C:8]([C:10]([F:11])([F:12])[F:13])[CH:9]=1, predict the reactants needed to synthesize it. The reactants are: [ClH:1].[F:2][C:3]([F:36])([F:35])[C:4]1[CH:5]=[C:6]([C@H:14]([N:16]([CH3:34])[C:17](=[O:33])[CH2:18][CH:19]([C:26]2[CH:31]=[CH:30][C:29]([F:32])=[CH:28][CH:27]=2)[CH:20]2[O:25][CH2:24][CH2:23][NH:22][CH2:21]2)[CH3:15])[CH:7]=[C:8]([C:10]([F:13])([F:12])[F:11])[CH:9]=1.